From a dataset of Catalyst prediction with 721,799 reactions and 888 catalyst types from USPTO. Predict which catalyst facilitates the given reaction. (1) Reactant: [CH2:1]([NH:4][C:5]1[CH:6]=[CH:7][C:8]2[N:9]([C:11](Br)=[CH:12][N:13]=2)[N:10]=1)[CH:2]=[CH2:3].[CH2:15]([NH:18][C:19]([C:21]1[CH:26]=[CH:25][C:24](B(O)O)=[CH:23][CH:22]=1)=[O:20])[CH:16]=[CH2:17].C(O)CCC.C(=O)([O-])[O-].[Na+].[Na+]. Product: [CH2:15]([NH:18][C:19](=[O:20])[C:21]1[CH:26]=[CH:25][C:24]([C:11]2[N:9]3[N:10]=[C:5]([NH:4][CH2:1][CH:2]=[CH2:3])[CH:6]=[CH:7][C:8]3=[N:13][CH:12]=2)=[CH:23][CH:22]=1)[CH:16]=[CH2:17]. The catalyst class is: 587. (2) Reactant: C(OC([N:8]1[CH2:12][CH2:11][C@H:10]([C:13]2[CH:18]=[CH:17][C:16]([F:19])=[CH:15][CH:14]=2)[CH2:9]1)=O)(C)(C)C.Cl. Product: [F:19][C:16]1[CH:15]=[CH:14][C:13]([C@H:10]2[CH2:11][CH2:12][NH:8][CH2:9]2)=[CH:18][CH:17]=1. The catalyst class is: 12. (3) Reactant: [CH3:1][O:2][C:3](=[O:19])[C:4]1[CH:9]=[C:8]([NH:10][CH3:11])[C:7]([C:12]([F:15])([F:14])[F:13])=[CH:6][C:5]=1[N+:16]([O-])=O. Product: [CH3:1][O:2][C:3](=[O:19])[C:4]1[CH:9]=[C:8]([NH:10][CH3:11])[C:7]([C:12]([F:13])([F:15])[F:14])=[CH:6][C:5]=1[NH2:16]. The catalyst class is: 541. (4) Reactant: [Cl:1][C:2]1[C:7]([N+:8]([O-])=O)=[CH:6][CH:5]=[C:4]([O:11][CH3:12])[N:3]=1.Cl[Sn]Cl. Product: [Cl:1][C:2]1[C:7]([NH2:8])=[CH:6][CH:5]=[C:4]([O:11][CH3:12])[N:3]=1. The catalyst class is: 13. (5) Reactant: [CH2:1]([O:5][CH2:6][CH:7]1[CH2:12][CH2:11][N:10]([S:13]([CH3:16])(=[O:15])=[O:14])[CH2:9][CH2:8]1)[C:2]#[C:3][CH3:4].[Li+].C[Si]([N-][Si](C)(C)C)(C)C.[CH2:27]([CH:31]1[O:33][C:32]1=[O:34])[CH:28]([CH3:30])[CH3:29].BrC(CC(C)C)C(O)=O. Product: [CH2:1]([O:5][CH2:6][CH:7]1[CH2:8][CH2:9][N:10]([S:13]([CH2:16][CH:31]([CH2:27][CH:28]([CH3:30])[CH3:29])[C:32]([OH:34])=[O:33])(=[O:15])=[O:14])[CH2:11][CH2:12]1)[C:2]#[C:3][CH3:4]. The catalyst class is: 1.